This data is from Forward reaction prediction with 1.9M reactions from USPTO patents (1976-2016). The task is: Predict the product of the given reaction. (1) Given the reactants [CH:1]1([CH2:7][NH:8][C:9]2[C:14]([N+:15]([O-])=O)=[CH:13][C:12]([NH:18][C:19]3[CH:24]=[CH:23][CH:22]=[CH:21][CH:20]=3)=[C:11]([N:25]3[CH2:30][CH2:29][N:28]([CH3:31])[CH2:27][CH2:26]3)[CH:10]=2)[CH2:6][CH2:5][CH2:4][CH2:3][CH2:2]1.[H][H], predict the reaction product. The product is: [CH:1]1([CH2:7][NH:8][C:9]2[C:14]([NH2:15])=[CH:13][C:12]([NH:18][C:19]3[CH:24]=[CH:23][CH:22]=[CH:21][CH:20]=3)=[C:11]([N:25]3[CH2:30][CH2:29][N:28]([CH3:31])[CH2:27][CH2:26]3)[CH:10]=2)[CH2:6][CH2:5][CH2:4][CH2:3][CH2:2]1. (2) The product is: [CH:17]1([CH:1]([OH:2])[C@H:3]2[CH2:7][O:6][C:5]([CH3:9])([CH3:8])[N:4]2[C:10]([O:12][C:13]([CH3:16])([CH3:15])[CH3:14])=[O:11])[CH2:19][CH2:18]1. Given the reactants [CH:1]([C@H:3]1[CH2:7][O:6][C:5]([CH3:9])([CH3:8])[N:4]1[C:10]([O:12][C:13]([CH3:16])([CH3:15])[CH3:14])=[O:11])=[O:2].[CH:17]1([Mg]Br)[CH2:19][CH2:18]1, predict the reaction product. (3) Given the reactants [Cl:1][C:2]([Cl:8])([Cl:7])[C:3](=[NH:6])OC.[N+:9]([C:12]1[CH:13]=[C:14](N)[C:15]([NH2:18])=[CH:16][CH:17]=1)([O-:11])=[O:10].O.C(OCC)(=O)C, predict the reaction product. The product is: [N+:9]([C:12]1[CH:17]=[CH:16][C:15]2[N:18]=[C:3]([C:2]([Cl:8])([Cl:7])[Cl:1])[NH:6][C:14]=2[CH:13]=1)([O-:11])=[O:10]. (4) Given the reactants [Cl:1][C:2]1[C:3]([F:23])=[C:4]([NH:8][C:9]2[C:18]3[C:13](=[CH:14][C:15]([O:21][CH3:22])=[C:16]([CH:19]=O)[CH:17]=3)[N:12]=[CH:11][N:10]=2)[CH:5]=[CH:6][CH:7]=1.[NH:24]1[CH2:31][CH2:30][CH2:29][C@@H:25]1[C:26]([OH:28])=[O:27], predict the reaction product. The product is: [Cl:1][C:2]1[C:3]([F:23])=[C:4]([NH:8][C:9]2[C:18]3[C:13](=[CH:14][C:15]([O:21][CH3:22])=[C:16]([CH2:19][N:24]4[CH2:31][CH2:30][CH2:29][C@@H:25]4[C:26]([OH:28])=[O:27])[CH:17]=3)[N:12]=[CH:11][N:10]=2)[CH:5]=[CH:6][CH:7]=1. (5) Given the reactants [Cl:1][C:2]1[C:3]([N+:9]([O-])=O)=[C:4]([CH:6]=[CH:7][CH:8]=1)[NH2:5].O.O.[Sn](Cl)Cl.[OH-].[Na+], predict the reaction product. The product is: [Cl:1][C:2]1[C:3]([NH2:9])=[C:4]([NH2:5])[CH:6]=[CH:7][CH:8]=1. (6) Given the reactants [CH:1]([C:3]1[CH:8]=[CH:7][C:6]([C:9]2[CH:14]=[CH:13][C:12]([C:15]([O:17][CH3:18])=[O:16])=[CH:11][CH:10]=2)=[C:5]([O:19][CH3:20])[CH:4]=1)=[O:2].[BH4-].[Na+], predict the reaction product. The product is: [OH:2][CH2:1][C:3]1[CH:8]=[CH:7][C:6]([C:9]2[CH:10]=[CH:11][C:12]([C:15]([O:17][CH3:18])=[O:16])=[CH:13][CH:14]=2)=[C:5]([O:19][CH3:20])[CH:4]=1. (7) Given the reactants [CH:1]1([C:4]2[NH:5][C:6]([NH2:9])=[N:7][N:8]=2)[CH2:3][CH2:2]1.Cl[C:11]1[C:20]2=[N:21][N:22](CC3C=CC(OC)=CC=3)[CH:23]=[C:19]2[C:18]2[CH:17]=[C:16]([O:33][CH3:34])[CH:15]=[CH:14][C:13]=2[N:12]=1, predict the reaction product. The product is: [CH:1]1([C:4]2[NH:5][C:6]([NH:9][C:11]3[C:20]4=[N:21][NH:22][CH:23]=[C:19]4[C:18]4[CH:17]=[C:16]([O:33][CH3:34])[CH:15]=[CH:14][C:13]=4[N:12]=3)=[N:7][N:8]=2)[CH2:3][CH2:2]1. (8) The product is: [CH2:1]([CH:8]1[CH2:13][N:12]([CH3:15])[CH2:11][CH2:10][N:9]1[C:23]([O:24][C:25]([CH3:28])([CH3:27])[CH3:26])=[O:29])[C:2]1[CH:7]=[CH:6][CH:5]=[CH:4][CH:3]=1. Given the reactants [CH2:1]([CH:8]1[C:13](=O)[N:12]([CH3:15])[CH2:11][C:10](=O)[NH:9]1)[C:2]1[CH:7]=[CH:6][CH:5]=[CH:4][CH:3]=1.[H-].[Al+3].[Li+].[H-].[H-].[H-].[C:23](=O)([O:29]C(C)(C)C)[O:24][C:25]([CH3:28])([CH3:27])[CH3:26], predict the reaction product. (9) Given the reactants [ClH:1].Cl.[Cl:3][C:4]1C(C2SC3C=CC=C(C(N)=O)C=3C=2)=NC(NCCC2CCN(C)CC2)=NC=1.[CH:32]1([NH:35][C:36]([C:38]2[C:46]3[CH:45]=[C:44]([C:47]4[C:52]([Cl:53])=[CH:51][N:50]=[C:49]([NH:54][CH2:55][CH2:56][CH2:57][N:58]5[CH2:63][CH2:62][NH:61][CH2:60][CH:59]5[CH:64]([CH3:66])[CH3:65])[N:48]=4)[S:43][C:42]=3[CH:41]=[CH:40][CH:39]=2)=[O:37])[CH2:34][CH2:33]1, predict the reaction product. The product is: [ClH:3].[ClH:53].[ClH:1].[CH:32]1([NH:35][C:36]([C:38]2[C:46]3[CH:45]=[C:44]([C:47]4[C:52]([Cl:53])=[CH:51][N:50]=[C:49]([NH:54][CH2:55][CH2:56][CH2:57][N:58]5[CH2:63][CH2:62][N:61]([CH3:4])[CH2:60][CH:59]5[CH:64]([CH3:66])[CH3:65])[N:48]=4)[S:43][C:42]=3[CH:41]=[CH:40][CH:39]=2)=[O:37])[CH2:33][CH2:34]1.